This data is from Forward reaction prediction with 1.9M reactions from USPTO patents (1976-2016). The task is: Predict the product of the given reaction. (1) The product is: [Cl:18][C:2]1[N:3]=[N:4][CH:5]=[C:6]([C:10]2[CH:15]=[CH:14][CH:13]=[CH:12][CH:11]=2)[C:7]=1[C:8]#[N:9]. Given the reactants O=[C:2]1[C:7]([C:8]#[N:9])=[C:6]([C:10]2[CH:15]=[CH:14][CH:13]=[CH:12][CH:11]=2)[CH:5]=[N:4][NH:3]1.P(Cl)(Cl)([Cl:18])=O, predict the reaction product. (2) Given the reactants [F:1][C:2]1[CH:3]=[C:4]([CH:7]=[C:8]([F:10])[CH:9]=1)[CH:5]=O.C1(C)C=CC(S([O-])(=O)=O)=CC=1.[NH+]1C=CC=CC=1.[CH3:28][C:29]([S@:32]([NH2:34])=[O:33])([CH3:31])[CH3:30].[O-]S([O-])(=O)=O.[Mg+2], predict the reaction product. The product is: [F:1][C:2]1[CH:3]=[C:4]([CH:7]=[C:8]([F:10])[CH:9]=1)/[CH:5]=[N:34]/[S@@:32]([C:29]([CH3:31])([CH3:30])[CH3:28])=[O:33]. (3) Given the reactants C1CN([P+](ON2N=NC3C=CC=CC2=3)(N2CCCC2)N2CCCC2)CC1.F[P-](F)(F)(F)(F)F.C(N(CC)C(C)C)(C)C.[Cl:43][C:44]1[CH:45]=[CH:46][C:47]2[N:53]3[C:54]([CH:57]([CH3:59])[CH3:58])=[N:55][N:56]=[C:52]3[CH:51]([CH2:60][C:61](O)=[O:62])[O:50][CH:49]([C:64]3[CH:69]=[CH:68][CH:67]=[C:66]([O:70][CH3:71])[C:65]=3[O:72][CH3:73])[C:48]=2[CH:74]=1.Cl.[NH:76]1[CH2:81][CH2:80][CH:79]([CH2:82][C:83]([O:85][CH2:86][CH3:87])=[O:84])[CH2:78][CH2:77]1, predict the reaction product. The product is: [Cl:43][C:44]1[CH:45]=[CH:46][C:47]2[N:53]3[C:54]([CH:57]([CH3:59])[CH3:58])=[N:55][N:56]=[C:52]3[CH:51]([CH2:60][C:61]([N:76]3[CH2:81][CH2:80][CH:79]([CH2:82][C:83]([O:85][CH2:86][CH3:87])=[O:84])[CH2:78][CH2:77]3)=[O:62])[O:50][CH:49]([C:64]3[CH:69]=[CH:68][CH:67]=[C:66]([O:70][CH3:71])[C:65]=3[O:72][CH3:73])[C:48]=2[CH:74]=1. (4) Given the reactants [C:1]([O:4][C@H:5]1[CH2:22][CH2:21][C@@:20]2([CH3:23])[CH:7]([CH:8]([OH:31])[CH2:9][C@@H:10]3[C@@H:19]2[CH2:18][CH2:17][C@@:15]2([CH3:16])[C@H:11]3[CH2:12][CH:13]=[C:14]2[S:24]([C:27]([F:30])([F:29])[F:28])(=[O:26])=[O:25])[CH2:6]1)(=[O:3])[CH3:2].S([O-])([O-])(=O)=O.[Mg+2].CN1CCOCC1, predict the reaction product. The product is: [C:1]([O:4][C@H:5]1[CH2:22][CH2:21][C@@:20]2([CH3:23])[CH:7]([C:8](=[O:31])[CH2:9][C@@H:10]3[C@@H:19]2[CH2:18][CH2:17][C@@:15]2([CH3:16])[C@H:11]3[CH2:12][CH:13]=[C:14]2[S:24]([C:27]([F:28])([F:30])[F:29])(=[O:25])=[O:26])[CH2:6]1)(=[O:3])[CH3:2].